Dataset: Catalyst prediction with 721,799 reactions and 888 catalyst types from USPTO. Task: Predict which catalyst facilitates the given reaction. (1) Reactant: [CH:14]1[CH:19]=[CH:18][C:17](P([C:14]2[CH:19]=[CH:18][CH:17]=[CH:16][CH:15]=2)[C:14]2[CH:19]=[CH:18][CH:17]=[CH:16][CH:15]=2)=[CH:16][CH:15]=1.N(C(OCC)=O)=NC(O[CH2:25][CH3:26])=O.[I:32][C:33]1[CH:38]=[CH:37][C:36]([OH:39])=[C:35]([CH3:40])[CH:34]=1. Product: [I:32][C:33]1[CH:38]=[CH:37][C:36]([O:39][C@@H:25]([C:14]2[CH:15]=[CH:16][CH:17]=[CH:18][CH:19]=2)[CH3:26])=[C:35]([CH3:40])[CH:34]=1. The catalyst class is: 1. (2) Reactant: [CH2:1]([NH:3][C:4]([N:17]1[CH:21]([C:22]2[CH:27]=[CH:26][CH:25]=[CH:24][CH:23]=2)[CH2:20][CH:19]=[N:18]1)=[N:5][S:6]([C:9]1[CH:14]=[CH:13][C:12]([O:15]C)=[CH:11][CH:10]=1)(=[O:8])=[O:7])[CH3:2].B(Br)(Br)Br. Product: [CH2:1]([NH:3][C:4]([N:17]1[CH:21]([C:22]2[CH:27]=[CH:26][CH:25]=[CH:24][CH:23]=2)[CH2:20][CH:19]=[N:18]1)=[N:5][S:6]([C:9]1[CH:10]=[CH:11][C:12]([OH:15])=[CH:13][CH:14]=1)(=[O:8])=[O:7])[CH3:2]. The catalyst class is: 2. (3) Reactant: [Cl:1][C:2]1[C:3](=[O:27])[N:4]([C:10]2[CH:15]=[C:14]([C:16]3[CH:21]=[CH:20][N:19]=[C:18]([C:22]([OH:25])([CH3:24])[CH3:23])[N:17]=3)[CH:13]=[CH:12][C:11]=2[CH3:26])[C:5]([CH3:9])=[N:6][C:7]=1[OH:8].Cl[CH2:29][C:30]1[CH:35]=[CH:34][C:33]([F:36])=[C:32]([CH3:37])[C:31]=1[F:38].C(=O)([O-])[O-].[K+].[K+].C1OCCOCCOCCOCCOCCOC1. Product: [Cl:1][C:2]1[C:3](=[O:27])[N:4]([C:10]2[CH:15]=[C:14]([C:16]3[CH:21]=[CH:20][N:19]=[C:18]([C:22]([OH:25])([CH3:23])[CH3:24])[N:17]=3)[CH:13]=[CH:12][C:11]=2[CH3:26])[C:5]([CH3:9])=[N:6][C:7]=1[O:8][CH2:29][C:30]1[CH:35]=[CH:34][C:33]([F:36])=[C:32]([CH3:37])[C:31]=1[F:38]. The catalyst class is: 9. (4) Reactant: [C:1]1([CH:11]=[C:12]([C:15]#[N:16])[C:13]#[N:14])[C:10]2[C:5](=[CH:6][CH:7]=[CH:8][CH:9]=2)[CH:4]=[CH:3][CH:2]=1.[CH3:17][O:18][C:19]1[CH:24]=[CH:23][CH:22]=[CH:21][C:20]=1[Mg]Br. Product: [CH3:17][O:18][C:19]1[CH:24]=[CH:23][CH:22]=[CH:21][C:20]=1[CH:11]([C:1]1[C:10]2[C:5](=[CH:6][CH:7]=[CH:8][CH:9]=2)[CH:4]=[CH:3][CH:2]=1)[CH:12]([C:13]#[N:14])[C:15]#[N:16]. The catalyst class is: 7. (5) Reactant: [CH3:1][O:2][CH2:3][O:4][CH:5]1[CH2:8][C:7]([C:14]2[N:18]3[CH2:19][CH2:20][CH2:21][CH2:22][CH2:23][CH2:24][C:17]3=[N:16][N:15]=2)([C:9]2[S:10][CH:11]=[CH:12][CH:13]=2)[CH2:6]1.[Br:25]N1C(=O)CCC1=O. Product: [Br:25][C:11]1[S:10][C:9]([C:7]2([C:14]3[N:18]4[CH2:19][CH2:20][CH2:21][CH2:22][CH2:23][CH2:24][C:17]4=[N:16][N:15]=3)[CH2:8][CH:5]([O:4][CH2:3][O:2][CH3:1])[CH2:6]2)=[CH:13][CH:12]=1. The catalyst class is: 671.